Task: Predict the reaction yield, written as a fraction of the theoretical maximum amount of product (1.0 means a 100% yield; for example, 0.34 means a 34% yield).. Dataset: Reaction yield outcomes from USPTO patents with 853,638 reactions The reactants are C([O:3][P:4]([CH2:9][CH2:10][N:11]1[CH2:19][CH2:18][CH2:17][NH:16][C:15]2[C:14](=[O:20])[C:13](=[O:21])[C:12]1=2)(=[O:8])[O:5]CC)C.O.C(#N)C. The catalyst is Cl. The product is [CH2:18]1[CH2:19][N:11]([CH2:10][CH2:9][P:4]([OH:5])([OH:8])=[O:3])[C:12]2=[C:13]([OH:21])[C:14](=[O:20])[C:15]2=[N:16][CH2:17]1. The yield is 0.190.